From a dataset of Full USPTO retrosynthesis dataset with 1.9M reactions from patents (1976-2016). Predict the reactants needed to synthesize the given product. (1) Given the product [Br:1][C:2]1[CH:3]=[N:4][CH:5]=[C:6]2[N:10]([CH2:11][CH2:12][OH:13])[N:9]=[CH:8][C:7]=12, predict the reactants needed to synthesize it. The reactants are: [Br:1][C:2]1[CH:3]=[N:4][CH:5]=[C:6](Br)[C:7]=1/[CH:8]=[N:9]/[NH:10][CH2:11][CH2:12][OH:13].[H-].[Na+]. (2) Given the product [CH2:1]([O:4][C@@H:5]1[C@@H:13]([CH2:14][O:15][CH2:34][C:35]2[CH:40]=[CH:39][CH:38]=[CH:37][CH:36]=2)[O:12][C@H:11]2[C@H:7]([N:8]=[C:9]([N:16]([CH3:18])[CH3:17])[S:10]2)[C@H:6]1[O:19][CH2:20][CH:21]=[CH2:22])[CH:2]=[CH2:3], predict the reactants needed to synthesize it. The reactants are: [CH2:1]([O:4][C@@H:5]1[C@@H:13]([CH2:14][OH:15])[O:12][C@H:11]2[C@H:7]([N:8]=[C:9]([N:16]([CH3:18])[CH3:17])[S:10]2)[C@H:6]1[O:19][CH2:20][CH:21]=[CH2:22])[CH:2]=[CH2:3].C[Si]([N-][Si](C)(C)C)(C)C.[K+].Cl[CH2:34][C:35]1[CH:40]=[CH:39][CH:38]=[CH:37][CH:36]=1. (3) Given the product [N+:1]([C:4]1[CH:9]=[CH:8][C:7]([CH:10]2[CH2:15][C:16](=[O:18])[NH:26][C:12](=[O:13])[CH2:11]2)=[CH:6][CH:5]=1)([O-:3])=[O:2], predict the reactants needed to synthesize it. The reactants are: [N+:1]([C:4]1[CH:9]=[CH:8][C:7]([CH:10]([CH2:15][C:16]([OH:18])=O)[CH2:11][C:12](O)=[O:13])=[CH:6][CH:5]=1)([O-:3])=[O:2].ClC(OC)=O.C([N:26](CC)CC)C.N.CC([O-])=O.[Na+].C(OC(=O)C)(=O)C.